This data is from Full USPTO retrosynthesis dataset with 1.9M reactions from patents (1976-2016). The task is: Predict the reactants needed to synthesize the given product. (1) Given the product [CH2:23]([N:25]([CH2:26][C:27]1[CH:32]=[CH:31][CH:30]=[C:29]([CH3:33])[N:28]=1)[C:20](=[O:22])[CH2:19][N:11]([S:8]([C:5]1[CH:4]=[CH:3][C:2]([CH3:1])=[CH:7][N:6]=1)(=[O:10])=[O:9])[C:12]1[CH:13]=[CH:14][C:15]([CH3:18])=[CH:16][CH:17]=1)[CH3:24], predict the reactants needed to synthesize it. The reactants are: [CH3:1][C:2]1[CH:3]=[CH:4][C:5]([S:8]([N:11]([CH2:19][C:20]([OH:22])=O)[C:12]2[CH:17]=[CH:16][C:15]([CH3:18])=[CH:14][CH:13]=2)(=[O:10])=[O:9])=[N:6][CH:7]=1.[CH2:23]([NH:25][CH2:26][C:27]1[CH:32]=[CH:31][CH:30]=[C:29]([CH3:33])[N:28]=1)[CH3:24]. (2) Given the product [CH3:15][O:16][C:17]1[CH:23]=[CH:22][C:21]([O:24][CH3:25])=[CH:20][C:18]=1[NH:19][C:9](=[O:11])[C:8]1[CH:7]=[C:6]([CH:5]=[CH:4][C:3]=1[O:2][CH3:1])[C:12]([NH2:14])=[O:13], predict the reactants needed to synthesize it. The reactants are: [CH3:1][O:2][C:3]1[C:8]([C:9]([OH:11])=O)=[CH:7][C:6]([C:12]([NH2:14])=[O:13])=[CH:5][CH:4]=1.[CH3:15][O:16][C:17]1[CH:23]=[CH:22][C:21]([O:24][CH3:25])=[CH:20][C:18]=1[NH2:19].